Dataset: Merck oncology drug combination screen with 23,052 pairs across 39 cell lines. Task: Regression. Given two drug SMILES strings and cell line genomic features, predict the synergy score measuring deviation from expected non-interaction effect. (1) Drug 1: N.N.O=C(O)C1(C(=O)O)CCC1.[Pt]. Drug 2: CCN(CC)CCNC(=O)c1c(C)[nH]c(C=C2C(=O)Nc3ccc(F)cc32)c1C. Cell line: MDAMB436. Synergy scores: synergy=0.945. (2) Drug 1: N#Cc1ccc(Cn2cncc2CN2CCN(c3cccc(Cl)c3)C(=O)C2)cc1. Drug 2: CC1(c2nc3c(C(N)=O)cccc3[nH]2)CCCN1. Cell line: UACC62. Synergy scores: synergy=11.3.